The task is: Regression. Given a peptide amino acid sequence and an MHC pseudo amino acid sequence, predict their binding affinity value. This is MHC class II binding data.. This data is from Peptide-MHC class II binding affinity with 134,281 pairs from IEDB. (1) The peptide sequence is PKGGAESSSKAALTS. The MHC is DRB5_0101 with pseudo-sequence DRB5_0101. The binding affinity (normalized) is 0.287. (2) The peptide sequence is GELQIEDKIDAAFKI. The MHC is DRB1_1302 with pseudo-sequence DRB1_1302. The binding affinity (normalized) is 0.467. (3) The peptide sequence is AVFEAALTKAITA. The MHC is DRB1_0701 with pseudo-sequence DRB1_0701. The binding affinity (normalized) is 0.686. (4) The peptide sequence is SGLFQFFVFLALAGR. The MHC is DRB1_0802 with pseudo-sequence DRB1_0802. The binding affinity (normalized) is 0.0962.